This data is from Reaction yield outcomes from USPTO patents with 853,638 reactions. The task is: Predict the reaction yield, written as a fraction of the theoretical maximum amount of product (1.0 means a 100% yield; for example, 0.34 means a 34% yield). The reactants are [N+:1]([C:4]1[CH:9]=[CH:8][C:7]([CH2:10][CH2:11][CH2:12][C:13]([OH:15])=O)=[CH:6][CH:5]=1)([O-:3])=[O:2].[CH3:16][NH:17][CH3:18]. The catalyst is S(Cl)(Cl)=O. The product is [CH3:16][N:17]([CH3:18])[C:13](=[O:15])[CH2:12][CH2:11][CH2:10][C:7]1[CH:8]=[CH:9][C:4]([N+:1]([O-:3])=[O:2])=[CH:5][CH:6]=1. The yield is 0.770.